From a dataset of Full USPTO retrosynthesis dataset with 1.9M reactions from patents (1976-2016). Predict the reactants needed to synthesize the given product. (1) Given the product [CH2:19]([O:26][N:27]([C:7]1[N:8]=[C:9]([NH:11][CH2:12][CH2:13][CH3:14])[N:10]=[C:5]([NH:4][CH2:1][CH2:2][CH3:3])[N:6]=1)[CH2:28][CH3:29])[C:20]1[CH:25]=[CH:24][CH:23]=[CH:22][CH:21]=1, predict the reactants needed to synthesize it. The reactants are: [CH2:1]([NH:4][C:5]1[N:10]=[C:9]([NH:11][CH2:12][CH2:13][CH3:14])[N:8]=[C:7](N(C)OC)[N:6]=1)[CH2:2][CH3:3].[CH2:19]([O:26][NH:27][CH2:28][CH3:29])[C:20]1[CH:25]=[CH:24][CH:23]=[CH:22][CH:21]=1. (2) Given the product [Cl:1][C:2]1[N:3]=[C:4]2[C:9]([C:8]([NH:13][C:14]3[CH:19]=[C:18]([CH3:20])[CH:17]=[CH:16][C:15]=3[S:21][C:22]3[CH:27]=[CH:26][C:25]([OH:28])=[CH:24][CH:23]=3)=[CH:7][CH:6]=[N:5]2)=[CH:10][CH:11]=1, predict the reactants needed to synthesize it. The reactants are: [Cl:1][C:2]1[CH:11]=[CH:10][C:9]2[C:4](=[N:5][CH:6]=[CH:7][C:8]=2Cl)[N:3]=1.[NH2:13][C:14]1[CH:19]=[C:18]([CH3:20])[CH:17]=[CH:16][C:15]=1[S:21][C:22]1[CH:27]=[CH:26][C:25]([OH:28])=[CH:24][CH:23]=1. (3) The reactants are: [Cl:1][C:2]1[CH:7]=[CH:6][C:5]([C:8]2[N:12]([C:13]3[CH:18]=[CH:17][C:16]([Cl:19])=[CH:15][C:14]=3[Cl:20])[N:11]=[C:10]([C:21]([O:23][CH2:24][CH3:25])=[O:22])[CH:9]=2)=[CH:4][CH:3]=1.[Br:26]Br. Given the product [Br:26][C:9]1[C:10]([C:21]([O:23][CH2:24][CH3:25])=[O:22])=[N:11][N:12]([C:13]2[CH:18]=[CH:17][C:16]([Cl:19])=[CH:15][C:14]=2[Cl:20])[C:8]=1[C:5]1[CH:4]=[CH:3][C:2]([Cl:1])=[CH:7][CH:6]=1, predict the reactants needed to synthesize it. (4) Given the product [CH3:6][O:7][C:8]1[C:9]([NH:22][C:23]2[N:28]=[C:27]([C:29]3[CH:30]=[N:31][N:32]4[CH:37]=[CH:36][CH:35]=[CH:34][C:33]=34)[CH:26]=[CH:25][N:24]=2)=[CH:10][C:11]([NH:21][C:1](=[O:4])[CH:2]=[CH2:3])=[C:12]([C:14]2[CH2:15][CH2:16][N:17]([CH3:20])[CH2:18][CH:19]=2)[CH:13]=1, predict the reactants needed to synthesize it. The reactants are: [C:1](Cl)(=[O:4])[CH:2]=[CH2:3].[CH3:6][O:7][C:8]1[CH:13]=[C:12]([C:14]2[CH2:15][CH2:16][N:17]([CH3:20])[CH2:18][CH:19]=2)[C:11]([NH2:21])=[CH:10][C:9]=1[NH:22][C:23]1[N:28]=[C:27]([C:29]2[CH:30]=[N:31][N:32]3[CH:37]=[CH:36][CH:35]=[CH:34][C:33]=23)[CH:26]=[CH:25][N:24]=1.C(N(CC)CC)C. (5) The reactants are: [CH3:1][C:2]([CH3:18])([CH3:17])[CH2:3][CH2:4][NH:5][C:6]([CH2:8][C:9]1[CH:16]=[CH:15][C:12]([C:13]#[N:14])=[CH:11][CH:10]=1)=[O:7]. Given the product [CH3:1][C:2]([CH3:18])([CH3:17])[CH2:3][CH2:4][NH:5][C:6]([CH2:8][C:9]1[CH:10]=[CH:11][C:12]([CH2:13][NH2:14])=[CH:15][CH:16]=1)=[O:7], predict the reactants needed to synthesize it. (6) Given the product [O:55]=[C:56]1[CH:60]=[CH:59][C:58](=[O:61])[N:57]1[CH2:62][CH2:63][CH2:64][CH2:65][CH2:66][C:67]([NH:69][C@@H:70]([CH:79]([CH3:81])[CH3:80])[C:71]([NH:73][C@@H:74]([CH3:78])[C:75]([NH:1][C:2]1[CH:7]=[CH:6][C:5]([C:8]2[CH2:9][C@@H:10]3[N:16]([CH:17]=2)[C:15](=[O:18])[C:14]2[CH:19]=[C:20]([O:53][CH3:54])[C:21]([O:23][CH2:24][CH2:25][CH2:26][O:27][C:28]4[C:50]([O:51][CH3:52])=[CH:49][C:31]5[C:32](=[O:48])[N:33]6[CH:39]=[C:38](/[CH:40]=[CH:41]/[C:42]7[CH:47]=[CH:46][CH:45]=[CH:44][CH:43]=7)[CH2:37][C@H:34]6[CH:35]=[N:36][C:30]=5[CH:29]=4)=[CH:22][C:13]=2[N:12]=[CH:11]3)=[CH:4][CH:3]=1)=[O:76])=[O:72])=[O:68], predict the reactants needed to synthesize it. The reactants are: [NH2:1][C:2]1[CH:7]=[CH:6][C:5]([C:8]2[CH2:9][C@@H:10]3[N:16]([CH:17]=2)[C:15](=[O:18])[C:14]2[CH:19]=[C:20]([O:53][CH3:54])[C:21]([O:23][CH2:24][CH2:25][CH2:26][O:27][C:28]4[C:50]([O:51][CH3:52])=[CH:49][C:31]5[C:32](=[O:48])[N:33]6[CH:39]=[C:38]([CH:40]=[CH:41][C:42]7[CH:47]=[CH:46][CH:45]=[CH:44][CH:43]=7)[CH2:37][C@H:34]6[CH:35]=[N:36][C:30]=5[CH:29]=4)=[CH:22][C:13]=2[N:12]=[CH:11]3)=[CH:4][CH:3]=1.[O:55]=[C:56]1[CH:60]=[CH:59][C:58](=[O:61])[N:57]1[CH2:62][CH2:63][CH2:64][CH2:65][CH2:66][C:67]([NH:69][C@@H:70]([CH:79]([CH3:81])[CH3:80])[C:71]([NH:73][C@@H:74]([CH3:78])[C:75](O)=[O:76])=[O:72])=[O:68].CCOC1N(C(OCC)=O)C2C(=CC=CC=2)C=C1.C(Cl)Cl.CO. (7) Given the product [CH:1]1([CH2:7][CH2:8][CH2:9][C@@H:10]([C:15]2[O:19][N:18]=[C:17]([CH2:20][O:21][CH2:22][C:23]([O:25][CH2:26][CH3:27])=[O:24])[N:16]=2)[CH2:11][C:12]([NH:46][OH:45])=[O:13])[CH2:6][CH2:5][CH2:4][CH2:3][CH2:2]1, predict the reactants needed to synthesize it. The reactants are: [CH:1]1([CH2:7][CH2:8][CH2:9][C@@H:10]([C:15]2[O:19][N:18]=[C:17]([CH2:20][O:21][CH2:22][C:23]([O:25][CH2:26][CH3:27])=[O:24])[N:16]=2)[CH2:11][C:12](O)=[O:13])[CH2:6][CH2:5][CH2:4][CH2:3][CH2:2]1.CN1CCOCC1.ClC(OCC(C)C)=O.C[Si](C)(C)[O:45][NH2:46]. (8) Given the product [NH:10]1[C:6]2[CH:5]=[CH:4][N:3]=[C:2]([NH:1][C:21](=[O:24])[CH2:22][CH3:23])[C:7]=2[CH:8]=[CH:9]1, predict the reactants needed to synthesize it. The reactants are: [NH2:1][C:2]1[C:7]2[CH:8]=[CH:9][N:10](C(OCC3C=CC=CC=3)=O)[C:6]=2[CH:5]=[CH:4][N:3]=1.[C:21](Cl)(=[O:24])[CH2:22][CH3:23]. (9) Given the product [F:1][C:2]([F:7])([F:6])[C:3]([OH:5])=[O:4].[Cl:15][C:16]1[CH:17]=[N:18][C:19]2[NH:20][C:21]3[CH:22]=[CH:23][CH:24]=[C:25]([CH:38]=3)[CH2:26][CH2:27][C:28]3[CH:36]=[C:32]([NH:33][C:34]=1[N:35]=2)[CH:31]=[C:30]([NH:37][S:47]([C:42]1[CH:43]=[CH:44][CH:45]=[CH:46][C:41]=1[C:39]#[N:40])(=[O:49])=[O:48])[CH:29]=3, predict the reactants needed to synthesize it. The reactants are: [F:1][C:2]([F:7])([F:6])[C:3]([OH:5])=[O:4].FC(F)(F)C(O)=O.[Cl:15][C:16]1[CH:17]=[N:18][C:19]2[NH:20][C:21]3[CH:22]=[CH:23][CH:24]=[C:25]([CH:38]=3)[CH2:26][CH2:27][C:28]3[CH:36]=[C:32]([NH:33][C:34]=1[N:35]=2)[CH:31]=[C:30]([NH2:37])[CH:29]=3.[C:39]([C:41]1[CH:46]=[CH:45][CH:44]=[CH:43][C:42]=1[S:47](Cl)(=[O:49])=[O:48])#[N:40]. (10) Given the product [NH2:1][C:2]1[N:7]=[CH:6][N:5]=[C:4]2[N:8]([C@H:13]([C:15]3[C:24]([C:25]4[CH:26]=[N:27][CH:28]=[C:29]([F:31])[CH:30]=4)=[CH:23][C:22]4[C:17](=[CH:18][CH:19]=[C:20]([F:32])[CH:21]=4)[N:16]=3)[CH3:14])[N:9]=[C:10]([C:11]#[N:12])[C:3]=12, predict the reactants needed to synthesize it. The reactants are: [NH2:1][C:2]1[N:7]=[CH:6][N:5]=[C:4]2[N:8]([CH:13]([C:15]3[C:24]([C:25]4[CH:26]=[N:27][CH:28]=[C:29]([F:31])[CH:30]=4)=[CH:23][C:22]4[C:17](=[CH:18][CH:19]=[C:20]([F:32])[CH:21]=4)[N:16]=3)[CH3:14])[N:9]=[C:10]([C:11]#[N:12])[C:3]=12.